From a dataset of Reaction yield outcomes from USPTO patents with 853,638 reactions. Predict the reaction yield, written as a fraction of the theoretical maximum amount of product (1.0 means a 100% yield; for example, 0.34 means a 34% yield). (1) The reactants are [Br:1][C:2]1[CH:15]=[C:14]2[C:5]([O:6][C:7]3[CH2:8][CH2:9][C:10]4([O:20][CH2:19][CH2:18][O:17]4)[CH2:11][C:12]=3[C:13]2=[O:16])=[CH:4][CH:3]=1.C1COCC1.CCC(C)[BH-](C(C)CC)C(C)CC.[Li+]. No catalyst specified. The yield is 0.459. The product is [Br:1][C:2]1[CH:15]=[C:14]2[C:5]([O:6][CH:7]3[CH:12]([C:13]2=[O:16])[CH2:11][C:10]2([O:20][CH2:19][CH2:18][O:17]2)[CH2:9][CH2:8]3)=[CH:4][CH:3]=1. (2) The reactants are [OH:1][C:2]1[CH:7]=[CH:6][C:5]([B:8]2[O:12][C:11]([CH3:14])([CH3:13])[C:10]([CH3:16])([CH3:15])[O:9]2)=[CH:4][N:3]=1.Cl[C:18]([F:23])([F:22])C([O-])=O.[Na+]. The yield is 0.530. The catalyst is C(#N)C.CCOC(C)=O. The product is [F:22][CH:18]([F:23])[O:1][C:2]1[CH:7]=[CH:6][C:5]([B:8]2[O:12][C:11]([CH3:14])([CH3:13])[C:10]([CH3:16])([CH3:15])[O:9]2)=[CH:4][N:3]=1. (3) The reactants are C([O:8][C:9]1[CH:30]=[CH:29][C:12]([O:13][CH2:14][CH2:15][C:16]2[CH:21]=[CH:20][C:19]([CH2:22][CH:23]([Cl:28])[C:24]([O:26][CH3:27])=[O:25])=[CH:18][CH:17]=2)=[CH:11][CH:10]=1)C1C=CC=CC=1.CSC.B(F)(F)F.CCOCC.O. The catalyst is C(Cl)Cl. The product is [Cl:28][CH:23]([CH2:22][C:19]1[CH:20]=[CH:21][C:16]([CH2:15][CH2:14][O:13][C:12]2[CH:11]=[CH:10][C:9]([OH:8])=[CH:30][CH:29]=2)=[CH:17][CH:18]=1)[C:24]([O:26][CH3:27])=[O:25]. The yield is 0.520. (4) The reactants are [C:1]([C:3]1[CH:8]=[CH:7][C:6]([O:9][CH3:10])=[CH:5][C:4]=1[CH2:11][C:12]([OH:14])=O)#[N:2].O=S(Cl)[Cl:17]. The catalyst is ClCCl. The product is [Cl:17][C:1]1[C:3]2[C:4](=[CH:5][C:6]([O:9][CH3:10])=[CH:7][CH:8]=2)[CH:11]=[C:12]([OH:14])[N:2]=1. The yield is 0.700.